This data is from NCI-60 drug combinations with 297,098 pairs across 59 cell lines. The task is: Regression. Given two drug SMILES strings and cell line genomic features, predict the synergy score measuring deviation from expected non-interaction effect. (1) Drug 1: C1CN1P(=S)(N2CC2)N3CC3. Drug 2: N.N.Cl[Pt+2]Cl. Cell line: DU-145. Synergy scores: CSS=69.3, Synergy_ZIP=1.14, Synergy_Bliss=-0.879, Synergy_Loewe=1.19, Synergy_HSA=2.79. (2) Cell line: SF-295. Drug 2: C1CNP(=O)(OC1)N(CCCl)CCCl. Drug 1: CC1OCC2C(O1)C(C(C(O2)OC3C4COC(=O)C4C(C5=CC6=C(C=C35)OCO6)C7=CC(=C(C(=C7)OC)O)OC)O)O. Synergy scores: CSS=36.2, Synergy_ZIP=0.222, Synergy_Bliss=0.509, Synergy_Loewe=-53.3, Synergy_HSA=-0.247. (3) Drug 1: CN(C)C1=NC(=NC(=N1)N(C)C)N(C)C. Drug 2: CC1=C(C=C(C=C1)NC(=O)C2=CC=C(C=C2)CN3CCN(CC3)C)NC4=NC=CC(=N4)C5=CN=CC=C5. Cell line: NCI/ADR-RES. Synergy scores: CSS=-5.97, Synergy_ZIP=1.02, Synergy_Bliss=-4.25, Synergy_Loewe=-5.64, Synergy_HSA=-6.21.